This data is from Forward reaction prediction with 1.9M reactions from USPTO patents (1976-2016). The task is: Predict the product of the given reaction. (1) Given the reactants Cl[CH2:2][C:3]([NH:5][CH2:6][CH2:7][S:8][CH2:9][C:10]1[CH:15]=[CH:14][C:13]([O:16][CH3:17])=[CH:12][CH:11]=1)=[O:4], predict the reaction product. The product is: [CH3:17][O:16][C:13]1[CH:14]=[CH:15][C:10]([CH2:9][S:8][CH2:7][CH2:6][NH:5][C:3](=[O:4])[CH2:2][NH:5][CH2:6][CH2:7][S:8][CH2:9][C:10]2[CH:15]=[CH:14][C:13]([O:16][CH3:17])=[CH:12][CH:11]=2)=[CH:11][CH:12]=1. (2) Given the reactants [C:1]([C:3]1[C:4]([N:16]2[CH2:19][CH:18]([C:20](O)=[O:21])[CH2:17]2)=[N:5][C:6]([O:14][CH3:15])=[C:7]([C:9]([O:11][CH2:12][CH3:13])=[O:10])[CH:8]=1)#[N:2].[F:23][C:24]([F:37])([F:36])[C:25]1[CH:30]=[CH:29][C:28]([CH2:31][S:32]([NH2:35])(=[O:34])=[O:33])=[CH:27][CH:26]=1, predict the reaction product. The product is: [CH2:12]([O:11][C:9](=[O:10])[C:7]1[CH:8]=[C:3]([C:1]#[N:2])[C:4]([N:16]2[CH2:17][CH:18]([C:20](=[O:21])[NH:35][S:32]([CH2:31][C:28]3[CH:27]=[CH:26][C:25]([C:24]([F:23])([F:37])[F:36])=[CH:30][CH:29]=3)(=[O:33])=[O:34])[CH2:19]2)=[N:5][C:6]=1[O:14][CH3:15])[CH3:13]. (3) The product is: [CH2:1]([C:5]1[CH:6]=[N:7][C:8]2[N:26]=[C:13]([CH2:14][O:15][CH2:16][CH2:17][C:18]3[CH:23]=[C:22]([F:24])[CH:21]=[CH:20][C:19]=3[F:25])[NH:12][C:10](=[O:11])[C:9]=2[CH:27]=1)[CH2:2][CH2:3][CH3:4]. Given the reactants [CH2:1]([C:5]1[CH:6]=[N:7][C:8](Cl)=[C:9]([CH:27]=1)[C:10]([NH:12][C:13](=[NH:26])[CH2:14][O:15][CH2:16][CH2:17][C:18]1[CH:23]=[C:22]([F:24])[CH:21]=[CH:20][C:19]=1[F:25])=[O:11])[CH2:2][CH2:3][CH3:4].CC([O-])(C)C.[K+], predict the reaction product. (4) Given the reactants [CH3:1][CH:2]([CH3:38])[C@H:3]([N:8]1[CH2:16][C:15]2[C:10](=[CH:11][C:12]([C:17]3[CH:22]=[CH:21][C:20]([NH:23][C:24]([C:26]4SC(C5C=CC=CC=5)=CN=4)=[O:25])=[CH:19][CH:18]=3)=[CH:13][CH:14]=2)[C:9]1=[O:37])[C:4]([O:6][CH3:7])=[O:5].NC1C=CC(C2C=C3C(CN([C@@H](C(C)C)C(OC)=O)C3=O)=CC=2)=CC=1.[F:64][C:65]1[CH:70]=[CH:69][C:68]([C:71]2[CH:75]=C(C(OCC)=O)[O:73][N:72]=2)=[CH:67][CH:66]=1, predict the reaction product. The product is: [F:64][C:65]1[CH:66]=[CH:67][C:68]([C:71]2[CH:75]=[C:26]([C:24]([NH:23][C:20]3[CH:19]=[CH:18][C:17]([C:12]4[CH:11]=[C:10]5[C:15]([CH2:16][N:8]([C@@H:3]([CH:2]([CH3:1])[CH3:38])[C:4]([O:6][CH3:7])=[O:5])[C:9]5=[O:37])=[CH:14][CH:13]=4)=[CH:22][CH:21]=3)=[O:25])[O:73][N:72]=2)=[CH:69][CH:70]=1.